From a dataset of Forward reaction prediction with 1.9M reactions from USPTO patents (1976-2016). Predict the product of the given reaction. (1) The product is: [CH2:1]([O:8][C:9]([NH:11][C@H:12]([C:50]([OH:52])=[O:51])[CH2:13][O:14][C:15]([C@@H:17]1[CH2:21][C@@H:20]([CH3:22])[CH2:19][N:18]1[C:23](=[O:49])[C@@H:24]([NH:26][C:27]([C@@H:29]1[CH2:34][CH2:33][CH2:32][CH2:31][N:30]1[C:35]([C@@H:37]1[CH2:41][CH2:40][CH2:39][N:38]1[C:42]([O:44][C:45]([CH3:46])([CH3:47])[CH3:48])=[O:43])=[O:36])=[O:28])[CH3:25])=[O:16])=[O:10])[C:2]1[CH:3]=[CH:4][CH:5]=[CH:6][CH:7]=1. Given the reactants [CH2:1]([O:8][C:9]([NH:11][C@H:12]([C:50]([O:52]CC(=O)C1C=CC=CC=1)=[O:51])[CH2:13][O:14][C:15]([C@@H:17]1[CH2:21][C@@H:20]([CH3:22])[CH2:19][N:18]1[C:23](=[O:49])[C@@H:24]([NH:26][C:27]([C@@H:29]1[CH2:34][CH2:33][CH2:32][CH2:31][N:30]1[C:35]([C@@H:37]1[CH2:41][CH2:40][CH2:39][N:38]1[C:42]([O:44][C:45]([CH3:48])([CH3:47])[CH3:46])=[O:43])=[O:36])=[O:28])[CH3:25])=[O:16])=[O:10])[C:2]1[CH:7]=[CH:6][CH:5]=[CH:4][CH:3]=1, predict the reaction product. (2) The product is: [NH:24]1[C:25]2[C:21](=[CH:20][CH:19]=[C:18]([NH:17][C:2]3[N:3]=[C:4]([NH:12][CH:13]4[CH2:16][CH2:15][CH2:14]4)[C:5]4[C:10](=[O:36])[CH2:9][NH:8][C:6]=4[N:7]=3)[CH:26]=2)[CH:22]=[N:23]1. Given the reactants Cl[C:2]1[N:3]=[C:4]([NH:12][CH:13]2[CH2:16][CH2:15][CH2:14]2)[C:5]2[C:10](F)=[CH:9][NH:8][C:6]=2[N:7]=1.[NH2:17][C:18]1[CH:26]=[C:25]2[C:21]([CH:22]=[N:23][NH:24]2)=[CH:20][CH:19]=1.C[Si](Cl)(C)C.C([OH:36])CCC, predict the reaction product. (3) Given the reactants [NH2:1][C:2]1[CH:32]=[CH:31][C:5]2[N:6]=[C:7]([C:12]3[C:13](=[O:30])[C:14]([CH2:24][CH2:25][C:26]([CH3:29])([CH3:28])[CH3:27])([CH3:23])[C:15]4[C:20]([C:21]=3[OH:22])=[CH:19][CH:18]=[CH:17][CH:16]=4)[N:8]=[S:9]([CH3:11])(=[O:10])[C:4]=2[CH:3]=1.N1C=CC=CC=1.[CH3:39][S:40](Cl)(=[O:42])=[O:41].Cl, predict the reaction product. The product is: [CH3:29][C:26]([CH3:27])([CH3:28])[CH2:25][CH2:24][C:14]1([CH3:23])[C:15]2[C:20](=[CH:19][CH:18]=[CH:17][CH:16]=2)[C:21]([OH:22])=[C:12]([C:7]2[N:8]=[S:9]([CH3:11])(=[O:10])[C:4]3[CH:3]=[C:2]([NH:1][S:40]([CH3:39])(=[O:42])=[O:41])[CH:32]=[CH:31][C:5]=3[N:6]=2)[C:13]1=[O:30]. (4) Given the reactants [CH2:1]([O:8][C:9]1[CH:17]=[C:16]([CH2:18][N:19]2[CH2:24][CH2:23][O:22][CH2:21][CH2:20]2)[C:15]([C:25]([F:28])([F:27])[F:26])=[CH:14][C:10]=1[C:11](O)=[O:12])[C:2]1[CH:7]=[CH:6][CH:5]=[CH:4][CH:3]=1.CCN(C(C)C)C(C)C.[F:38][C:39]1[CH:40]=[C:41]([CH:43]=[CH:44][CH:45]=1)[NH2:42].ON1C2N=CC=CC=2N=N1.C(Cl)CCl, predict the reaction product. The product is: [CH2:1]([O:8][C:9]1[CH:17]=[C:16]([CH2:18][N:19]2[CH2:20][CH2:21][O:22][CH2:23][CH2:24]2)[C:15]([C:25]([F:28])([F:27])[F:26])=[CH:14][C:10]=1[C:11]([NH:42][C:41]1[CH:43]=[CH:44][CH:45]=[C:39]([F:38])[CH:40]=1)=[O:12])[C:2]1[CH:3]=[CH:4][CH:5]=[CH:6][CH:7]=1. (5) Given the reactants [CH2:1]([O:8][C:9]1[C:14](=[O:15])[CH:13]=[C:12]([CH2:16][NH:17][S:18]([C:21]2[C:22]([CH3:27])=[CH:23][CH:24]=[CH:25][CH:26]=2)(=[O:20])=[O:19])[N:11]([CH3:28])[C:10]=1[C:29](O)=[O:30])[C:2]1[CH:7]=[CH:6][CH:5]=[CH:4][CH:3]=1.[CH:32]([NH:35]C(C1N(C)C(CNS(C2C=CC=CC=2)(=O)=O)=CC(=O)C=1OCC1C=CC=CC=1)=O)([CH3:34])[CH3:33], predict the reaction product. The product is: [CH:32]([NH:35][C:29]([C:10]1[N:11]([CH3:28])[C:12]([CH2:16][NH:17][S:18]([C:21]2[C:22]([CH3:27])=[CH:23][CH:24]=[CH:25][CH:26]=2)(=[O:20])=[O:19])=[CH:13][C:14](=[O:15])[C:9]=1[O:8][CH2:1][C:2]1[CH:7]=[CH:6][CH:5]=[CH:4][CH:3]=1)=[O:30])([CH3:34])[CH3:33]. (6) The product is: [CH:37]1([N:32]2[C:33]3[C@@:28]([CH3:41])([C@H:27]4[CH2:26][CH2:25][C@@:24]5([CH3:42])[C@@H:23]([CH2:22][CH:21]=[C:20]5[C:3]5[CH:2]=[N:1][C:10]6[C:5]([CH:4]=5)=[CH:6][CH:7]=[CH:8][CH:9]=6)[C@@H:36]4[CH2:35][CH:34]=3)[CH2:29][CH2:30][C:31]2=[O:40])[CH2:38][CH2:39]1. Given the reactants [N:1]1[C:10]2[C:5](=[CH:6][CH:7]=[CH:8][CH:9]=2)[C:4](B(O)O)=[CH:3][CH:2]=1.FC(F)(F)S(O[C:20]1[C@@:24]2([CH3:42])[CH2:25][CH2:26][C@H:27]3[C@H:36]([C@@H:23]2[CH2:22][CH:21]=1)[CH2:35][CH:34]=[C:33]1[C@:28]3([CH3:41])[CH2:29][CH2:30][C:31](=[O:40])[N:32]1[CH:37]1[CH2:39][CH2:38]1)(=O)=O, predict the reaction product.